Dataset: Reaction yield outcomes from USPTO patents with 853,638 reactions. Task: Predict the reaction yield, written as a fraction of the theoretical maximum amount of product (1.0 means a 100% yield; for example, 0.34 means a 34% yield). (1) The reactants are [CH2:1]([OH:5])[CH2:2][CH:3]=[CH2:4].[S:6](Cl)([C:9]1[CH:15]=[CH:14][C:12]([CH3:13])=[CH:11][CH:10]=1)(=[O:8])=[O:7]. The catalyst is N1C=CC=CC=1. The product is [CH2:1]([OH:5])[CH2:2][CH:3]=[CH2:4].[CH3:13][C:12]1[CH:14]=[CH:15][C:9]([S:6]([O-:5])(=[O:8])=[O:7])=[CH:10][CH:11]=1. The yield is 0.760. (2) The reactants are CO[C:3](=[O:18])[C:4]1[CH:9]=[C:8]([C:10](=[O:12])[CH3:11])[C:7]([C:13]([F:16])([F:15])[F:14])=[CH:6][C:5]=1[NH2:17].CC[N:21]([CH2:24]C)CC.[CH3:26][S:27]([NH:30]N)(=[O:29])=[O:28].[OH-:32].[Na+].Cl. The catalyst is C1COCC1.CCOC(C)=O. The product is [C:10]([C:8]1[CH:9]=[C:4]2[C:5](=[CH:6][C:7]=1[C:13]([F:14])([F:15])[F:16])[NH:17][C:24](=[O:32])[N:21]([NH:30][S:27]([CH3:26])(=[O:29])=[O:28])[C:3]2=[O:18])(=[O:12])[CH3:11]. The yield is 0.850. (3) The reactants are [Cl:1][C:2]1[CH:7]=[C:6]([Cl:8])[CH:5]=[CH:4][C:3]=1[N:9]1[C:13]2=[N:14][C:15]3[CH:20]=[CH:19][CH:18]=[C:17]([N:21]([CH2:24][CH3:25])[CH2:22][CH3:23])[C:16]=3[N:12]2[CH2:11][CH:10]1[CH2:26][C:27]([O:29]C)=[O:28].[OH-].[Na+].Cl. The catalyst is O1CCCC1.CO. The product is [Cl:1][C:2]1[CH:7]=[C:6]([Cl:8])[CH:5]=[CH:4][C:3]=1[N:9]1[C:13]2=[N:14][C:15]3[CH:20]=[CH:19][CH:18]=[C:17]([N:21]([CH2:24][CH3:25])[CH2:22][CH3:23])[C:16]=3[N:12]2[CH2:11][CH:10]1[CH2:26][C:27]([OH:29])=[O:28]. The yield is 0.650. (4) The reactants are [CH3:1][O:2][C:3]1[CH:4]=[C:5]([NH2:15])[CH:6]=[CH:7][C:8]=1[N:9]1[CH:13]=[C:12]([CH3:14])[N:11]=[CH:10]1.[Cl:16][C:17]1[N:22]=[C:21](Cl)[N:20]=[C:19]([O:24][CH:25]([CH3:27])[CH3:26])[N:18]=1. No catalyst specified. The product is [Cl:16][C:17]1[N:18]=[C:19]([O:24][CH:25]([CH3:27])[CH3:26])[N:20]=[C:21]([NH:15][C:5]2[CH:6]=[CH:7][C:8]([N:9]3[CH:13]=[C:12]([CH3:14])[N:11]=[CH:10]3)=[C:3]([O:2][CH3:1])[CH:4]=2)[N:22]=1. The yield is 0.410.